Dataset: Forward reaction prediction with 1.9M reactions from USPTO patents (1976-2016). Task: Predict the product of the given reaction. Given the reactants CC([N:5]([C@H:9]1[CH2:14][CH2:13][N:12]([CH2:15][CH:16]2[C:25]3[C:20]4=[C:21]([CH:27]=[CH:28][C:29](=[O:30])[N:19]4[CH2:18][CH2:17]2)[CH:22]=[CH:23][C:24]=3[F:26])[CH2:11][C@H:10]1[OH:31])C(=O)[O-])(C)C.FC(F)(F)C(O)=O, predict the reaction product. The product is: [NH2:5][C@H:9]1[CH2:14][CH2:13][N:12]([CH2:15][CH:16]2[C:25]3[C:20]4=[C:21]([CH:27]=[CH:28][C:29](=[O:30])[N:19]4[CH2:18][CH2:17]2)[CH:22]=[CH:23][C:24]=3[F:26])[CH2:11][C@H:10]1[OH:31].